Dataset: Full USPTO retrosynthesis dataset with 1.9M reactions from patents (1976-2016). Task: Predict the reactants needed to synthesize the given product. (1) Given the product [N:11]1([CH2:9][C@@H:8]([NH2:7])[CH:15]([CH3:17])[CH3:16])[CH2:14][CH2:13][CH2:12]1, predict the reactants needed to synthesize it. The reactants are: [H-].[H-].[H-].[H-].[Li+].[Al+3].[NH2:7][C@@H:8]([CH:15]([CH3:17])[CH3:16])[C:9]([N:11]1[CH2:14][CH2:13][CH2:12]1)=O.[OH-].[Na+].[O-]S([O-])(=O)=O.[Na+].[Na+]. (2) Given the product [NH2:1][C:2]1[CH:3]=[CH:4][C:5]([S:12](=[O:24])(=[O:25])[NH:13][C:14]2[CH:15]=[CH:16][C:17]3[CH2:21][O:20][B:19]([OH:22])[C:18]=3[CH:23]=2)=[C:6]([CH2:8][C:9]([NH:30][CH:26]2[CH2:29][CH2:28][CH2:27]2)=[O:11])[CH:7]=1, predict the reactants needed to synthesize it. The reactants are: [NH2:1][C:2]1[CH:3]=[CH:4][C:5]([S:12](=[O:25])(=[O:24])[NH:13][C:14]2[CH:15]=[CH:16][C:17]3[CH2:21][O:20][B:19]([OH:22])[C:18]=3[CH:23]=2)=[C:6]([CH2:8][C:9]([OH:11])=O)[CH:7]=1.[CH:26]1([NH2:30])[CH2:29][CH2:28][CH2:27]1.C1CN([P+](ON2N=NC3C=CC=CC2=3)(N2CCCC2)N2CCCC2)CC1.F[P-](F)(F)(F)(F)F. (3) The reactants are: [NH2:1][CH2:2][C@H:3]1[CH2:8][CH2:7][C@H:6](C(OC)=O)[CH2:5][CH2:4]1.[CH3:13][Mg]Br.CC(=O)[O:18][CH2:19][CH3:20]. Given the product [NH2:1][CH2:2][C@H:3]1[CH2:8][CH2:7][C@H:6]([C:19]([OH:18])([CH3:20])[CH3:13])[CH2:5][CH2:4]1, predict the reactants needed to synthesize it. (4) The reactants are: [CH3:1][N:2]([CH3:32])[C:3]([C:5]1[N:26]([CH:27]2[CH2:31][CH2:30][CH2:29][CH2:28]2)[C:8]2[N:9]=[C:10]([NH:13][C:14]3[CH:19]=[CH:18][C:17]([N:20]4[CH2:25][CH2:24][NH:23][CH2:22][CH2:21]4)=[CH:16][N:15]=3)[N:11]=[CH:12][C:7]=2[CH:6]=1)=[O:4].Br[CH2:34][CH2:35][F:36]. Given the product [CH3:1][N:2]([CH3:32])[C:3]([C:5]1[N:26]([CH:27]2[CH2:31][CH2:30][CH2:29][CH2:28]2)[C:8]2[N:9]=[C:10]([NH:13][C:14]3[CH:19]=[CH:18][C:17]([N:20]4[CH2:21][CH2:22][N:23]([CH2:34][CH2:35][F:36])[CH2:24][CH2:25]4)=[CH:16][N:15]=3)[N:11]=[CH:12][C:7]=2[CH:6]=1)=[O:4], predict the reactants needed to synthesize it. (5) Given the product [N:1]1[CH:6]=[CH:5][CH:4]=[C:3]([C:7]2[S:8][C:9]([C:12](=[N:16][OH:17])[CH3:13])=[CH:10][N:11]=2)[CH:2]=1, predict the reactants needed to synthesize it. The reactants are: [N:1]1[CH:6]=[CH:5][CH:4]=[C:3]([C:7]2[S:8][C:9]([C:12](=O)[CH3:13])=[CH:10][N:11]=2)[CH:2]=1.Cl.[NH2:16][OH:17].C(=O)([O-])[O-].[K+].[K+]. (6) Given the product [F:23][C:15]1[CH:14]=[C:13]([C@H:2]([NH:1][C:55]([N:38]2[CH2:39][CH2:40][C:34]3[CH:33]=[N:32][C:31]([NH:30][CH:27]([CH3:26])[CH3:28])=[N:36][C:35]=3[CH2:37]2)=[O:56])[CH2:3][CH2:4][NH:5][C:6](=[O:12])[O:7][C:8]([CH3:11])([CH3:9])[CH3:10])[CH:18]=[CH:17][C:16]=1[C:19]([F:20])([F:21])[F:22], predict the reactants needed to synthesize it. The reactants are: [NH2:1][C@@H:2]([C:13]1[CH:18]=[CH:17][C:16]([C:19]([F:22])([F:21])[F:20])=[C:15]([F:23])[CH:14]=1)[CH2:3][CH2:4][NH:5][C:6](=[O:12])[O:7][C:8]([CH3:11])([CH3:10])[CH3:9].O1C[CH2:28][CH:27]([NH:30][C:31]2[N:32]=[CH:33][C:34]3[CH2:40][CH2:39][NH:38][CH2:37][C:35]=3[N:36]=2)[CH2:26]C1.Cl.ClC1C=C(C(C2[O:56][CH:55]=NC=2)N)C=CC=1Cl. (7) Given the product [CH2:43]([O:42][CH:22]([O:21][CH2:19][CH3:20])[CH2:23][NH:24][CH2:25][C:26]1[CH:31]=[CH:30][CH:29]=[C:28]([O:32][CH2:33][C:34]([F:36])([F:37])[F:35])[C:27]=1[O:38][CH2:39][O:40][CH3:41])[CH3:44], predict the reactants needed to synthesize it. The reactants are: COCOC1C(OCC(F)(F)F)=CC=CC=1C=O.[CH2:19]([O:21][CH:22]([O:42][CH2:43][CH3:44])[CH2:23]/[N:24]=[CH:25]/[C:26]1[CH:31]=[CH:30][CH:29]=[C:28]([O:32][CH2:33][C:34]([F:37])([F:36])[F:35])[C:27]=1[O:38][CH2:39][O:40][CH3:41])[CH3:20].[BH4-].[Na+].O. (8) Given the product [F:18][C:17]([F:20])([F:19])[C:15]([O:21][C:1]12[CH2:7][CH:4]([CH2:5][CH2:6]1)[CH2:3][CH2:2]2)=[O:16].[I+7:8], predict the reactants needed to synthesize it. The reactants are: [CH:1]12[CH2:7][CH:4]([CH2:5][CH2:6]1)[CH2:3][CH2:2]2.[I:8](O)(O)(O)(O)(O)=O.[C:15]([OH:21])([C:17]([F:20])([F:19])[F:18])=[O:16].FC(F)(F)C(OC(=O)C(F)(F)F)=O.CCCCCCCCCCCC. (9) Given the product [CH2:1]([NH:8][C:9]1[C:14]2=[C:15]([C:18]3[CH:23]=[CH:22][CH:21]=[CH:20][CH:19]=3)[CH:16]=[CH:17][N:13]2[N:12]=[C:11]([CH:31]=[CH2:32])[N:10]=1)[C:2]1[CH:7]=[CH:6][CH:5]=[CH:4][CH:3]=1, predict the reactants needed to synthesize it. The reactants are: [CH2:1]([NH:8][C:9]1[C:14]2=[C:15]([C:18]3[CH:23]=[CH:22][CH:21]=[CH:20][CH:19]=3)[CH:16]=[CH:17][N:13]2[N:12]=[C:11](Cl)[N:10]=1)[C:2]1[CH:7]=[CH:6][CH:5]=[CH:4][CH:3]=1.B1(C=C)OB([CH:31]=[CH2:32])OB(C=C)O1.C1C=CN=CC=1.C(=O)([O-])[O-].[Cs+].[Cs+]. (10) Given the product [ClH:1].[ClH:1].[Cl:1][C:2]1[CH:3]=[C:4]([NH:17][C:18]2[C:19]3[N:26]([CH2:27][CH2:28][CH2:29][N:37]([CH3:38])[CH3:36])[CH:25]=[CH:24][C:20]=3[N:21]=[CH:22][N:23]=2)[CH:5]=[CH:6][C:7]=1[O:8][CH2:9][C:10]1[CH:15]=[CH:14][CH:13]=[C:12]([F:16])[CH:11]=1, predict the reactants needed to synthesize it. The reactants are: [Cl:1][C:2]1[CH:3]=[C:4]([NH:17][C:18]2[C:19]3[N:26]([CH2:27][CH2:28][CH2:29]Cl)[CH:25]=[CH:24][C:20]=3[N:21]=[CH:22][N:23]=2)[CH:5]=[CH:6][C:7]=1[O:8][CH2:9][C:10]1[CH:15]=[CH:14][CH:13]=[C:12]([F:16])[CH:11]=1.C(=O)([O-])O.[Na+].[CH3:36][NH:37][CH3:38].O1CCCC1.